From a dataset of Forward reaction prediction with 1.9M reactions from USPTO patents (1976-2016). Predict the product of the given reaction. (1) Given the reactants Br[C:2]1[CH:3]=[C:4]2[N:10]([CH:11]([C:13]3[CH:18]=[CH:17][CH:16]=[CH:15][CH:14]=3)[CH3:12])[C:9](=[O:19])[N:8](C(OC(C)(C)C)=O)[C:5]2=[N:6][CH:7]=1.Br[C:28]1[CH:29]=[C:30]2NC(=O)N(C(OCCCC)=O)[C:31]2=[N:32][CH:33]=1.[C:45]1(C(O)C)[CH:50]=CC=[CH:47][CH:46]=1.C1(P(C2C=CC=CC=2)C2C=CC=CC=2)C=CC=CC=1.N(C(OC(C)C)=O)=NC(OC(C)C)=O, predict the reaction product. The product is: [C:13]1([CH:11]([N:10]2[C:4]3[C:5](=[N:6][CH:7]=[C:2]([C:47]4[CH:46]=[CH:45][CH:50]=[C:31]5[C:30]=4[CH:29]=[CH:28][CH:33]=[N:32]5)[CH:3]=3)[NH:8][C:9]2=[O:19])[CH3:12])[CH:14]=[CH:15][CH:16]=[CH:17][CH:18]=1. (2) Given the reactants O.[O:2]1[C:11]2[CH:10]=[C:9]([CH2:12][N:13]([CH:21]3[CH2:26][CH2:25][NH:24][CH2:23][CH2:22]3)[C:14](=[O:20])[O:15][C:16]([CH3:19])([CH3:18])[CH3:17])[N:8]=[CH:7][C:6]=2[O:5][CH2:4][CH2:3]1.O.Cl.[F:29][C:30]1[CH:39]=[C:38]2[C:33]([CH:34]=[CH:35][C:36](=[O:43])[N:37]2[CH2:40][CH:41]=O)=[N:32][CH:31]=1.C(O[BH-](OC(=O)C)OC(=O)C)(=O)C.[Na+].[OH-].[Na+], predict the reaction product. The product is: [O:2]1[C:11]2[CH:10]=[C:9]([CH2:12][N:13]([CH:21]3[CH2:26][CH2:25][N:24]([CH2:41][CH2:40][N:37]4[C:38]5[C:33](=[N:32][CH:31]=[C:30]([F:29])[CH:39]=5)[CH:34]=[CH:35][C:36]4=[O:43])[CH2:23][CH2:22]3)[C:14](=[O:20])[O:15][C:16]([CH3:19])([CH3:18])[CH3:17])[N:8]=[CH:7][C:6]=2[O:5][CH2:4][CH2:3]1. (3) Given the reactants [OH:1][C:2]([CH3:21])([CH3:20])[C@H:3]([CH3:19])/[CH:4]=[CH:5]/[C@H:6]([C@@H:8]1[C@:16]2([CH3:17])[C@H:11]([C@@H:12]([OH:18])[CH2:13][CH2:14][CH2:15]2)[CH2:10][CH2:9]1)[CH3:7], predict the reaction product. The product is: [OH:1][C:2]([CH3:20])([CH3:21])[C@H:3]([CH3:19])[CH2:4][CH2:5][C@H:6]([C@@H:8]1[C@:16]2([CH3:17])[C@H:11]([C@@H:12]([OH:18])[CH2:13][CH2:14][CH2:15]2)[CH2:10][CH2:9]1)[CH3:7].